From a dataset of Forward reaction prediction with 1.9M reactions from USPTO patents (1976-2016). Predict the product of the given reaction. Given the reactants [Br:1][C:2]1[C:15]2[C:16]3=[C:17]4[C:12](=[CH:13][CH:14]=2)[CH:11]=[CH:10][C:9](Br)=[C:8]4[CH:7]=[CH:6][C:5]3=[CH:4][CH:3]=1.[C:19]([C:23]1[CH:28]=[CH:27][C:26](B(O)O)=[CH:25][CH:24]=1)([CH3:22])([CH3:21])[CH3:20].P([O-])([O-])([O-])=O.[K+].[K+].[K+].CN(C)C=O, predict the reaction product. The product is: [Br:1][C:2]1[C:15]2[C:16]3=[C:17]4[C:12](=[CH:13][CH:14]=2)[CH:11]=[CH:10][C:9]([C:26]2[CH:27]=[CH:28][C:23]([C:19]([CH3:22])([CH3:21])[CH3:20])=[CH:24][CH:25]=2)=[C:8]4[CH:7]=[CH:6][C:5]3=[CH:4][CH:3]=1.